Dataset: Full USPTO retrosynthesis dataset with 1.9M reactions from patents (1976-2016). Task: Predict the reactants needed to synthesize the given product. (1) The reactants are: Br[C:2]1[CH:7]=[CH:6][C:5]([C:8](=[O:19])[CH2:9][C:10]2([C:15]([O:17][CH3:18])=[O:16])[CH2:14][CH2:13][CH2:12][CH2:11]2)=[CH:4][CH:3]=1.[N+:20]([C:23]1[CH:28]=[CH:27][C:26](B(O)O)=[CH:25][CH:24]=1)([O-:22])=[O:21].C1(C)C=CC=CC=1.C(=O)([O-])[O-].[Na+].[Na+]. Given the product [N+:20]([C:23]1[CH:28]=[CH:27][C:26]([C:2]2[CH:7]=[CH:6][C:5]([C:8](=[O:19])[CH2:9][C:10]3([C:15]([O:17][CH3:18])=[O:16])[CH2:14][CH2:13][CH2:12][CH2:11]3)=[CH:4][CH:3]=2)=[CH:25][CH:24]=1)([O-:22])=[O:21], predict the reactants needed to synthesize it. (2) Given the product [NH:1]1[C:5]2[CH:6]=[CH:7][C:8]([NH:10][C:24](=[O:25])[C:23]([N:20]3[CH2:19][CH2:18][CH:17]([CH2:16][C:15]4[CH:14]=[CH:13][C:12]([F:11])=[CH:29][CH:28]=4)[CH2:22][CH2:21]3)=[O:27])=[CH:9][C:4]=2[N:3]=[CH:2]1, predict the reactants needed to synthesize it. The reactants are: [NH:1]1[C:5]2[CH:6]=[CH:7][C:8]([NH2:10])=[CH:9][C:4]=2[N:3]=[CH:2]1.[F:11][C:12]1[CH:29]=[CH:28][C:15]([CH2:16][CH:17]2[CH2:22][CH2:21][N:20]([C:23](=[O:27])[C:24](O)=[O:25])[CH2:19][CH2:18]2)=[CH:14][CH:13]=1. (3) Given the product [CH2:1]([C:3]1[C:8](=[O:9])[N:7]2[N:10]=[CH:11][C:12]([C:13]3[O:17][C:16]([C:18]([NH2:25])=[O:19])=[N:15][N:14]=3)=[C:6]2[NH:5][C:4]=1[CH3:23])[CH3:2], predict the reactants needed to synthesize it. The reactants are: [CH2:1]([C:3]1[C:8](=[O:9])[N:7]2[N:10]=[CH:11][C:12]([C:13]3[O:17][C:16]([C:18](OCC)=[O:19])=[N:15][N:14]=3)=[C:6]2[NH:5][C:4]=1[CH3:23])[CH3:2].[OH-].[NH4+:25]. (4) Given the product [Br:17][C:18]1[C:19]([CH3:25])=[C:20]2[C:22]([C:4](=[O:9])[C:5](=[O:28])[NH:21]2)=[CH:23][CH:24]=1, predict the reactants needed to synthesize it. The reactants are: CCO[CH:4]([OH:9])[C:5](Cl)(Cl)Cl.[O-]S([O-])(=O)=O.[Na+].[Na+].[Br:17][C:18]1[C:19]([CH3:25])=[C:20]([CH:22]=[CH:23][CH:24]=1)[NH2:21].Cl.N[OH:28].Cl.